From a dataset of Full USPTO retrosynthesis dataset with 1.9M reactions from patents (1976-2016). Predict the reactants needed to synthesize the given product. (1) Given the product [Si:28]([O:29][CH2:30][CH:31]1[CH2:36][CH2:35][CH2:34][N:33]([C:2]2[CH:3]=[CH:4][C:5]([F:23])=[C:6]([CH:22]=2)[C:7]([NH:9][C:10]2[C:11]([CH3:21])=[C:12]([CH:17]=[CH:18][C:19]=2[CH3:20])[C:13]([O:15][CH3:16])=[O:14])=[O:8])[CH2:32]1)([C:24]([CH3:27])([CH3:26])[CH3:25])([CH3:38])[CH3:37], predict the reactants needed to synthesize it. The reactants are: Br[C:2]1[CH:3]=[CH:4][C:5]([F:23])=[C:6]([CH:22]=1)[C:7]([NH:9][C:10]1[C:11]([CH3:21])=[C:12]([CH:17]=[CH:18][C:19]=1[CH3:20])[C:13]([O:15][CH3:16])=[O:14])=[O:8].[C:24]([Si:28]([CH3:38])([CH3:37])[O:29][CH2:30][CH:31]1[CH2:36][CH2:35][CH2:34][NH:33][CH2:32]1)([CH3:27])([CH3:26])[CH3:25].C([O-])([O-])=O.[Cs+].[Cs+].COC1C=CC=C(OC)C=1C1C=CC=CC=1P(C1CCCCC1)C1CCCCC1. (2) Given the product [CH2:1]([S:2]([C:5]1[CH:6]=[CH:7][C:8]([N:14]2[CH2:18][CH2:17][CH2:16][CH2:15]2)=[C:9]([CH:13]=1)[C:10]([OH:12])=[O:11])(=[O:4])=[O:3])[CH3:20], predict the reactants needed to synthesize it. The reactants are: [CH3:1][S:2]([C:5]1[CH:6]=[CH:7][C:8]([N:14]2[CH2:18][CH2:17][CH2:16][CH2:15]2)=[C:9]([CH:13]=1)[C:10]([OH:12])=[O:11])(=[O:4])=[O:3].Cl[C:20]1C=CC(S(CC)(=O)=O)=CC=1C(O)=O.N1CCCC1.